This data is from Peptide-MHC class I binding affinity with 185,985 pairs from IEDB/IMGT. The task is: Regression. Given a peptide amino acid sequence and an MHC pseudo amino acid sequence, predict their binding affinity value. This is MHC class I binding data. The peptide sequence is VSSFNNGTLI. The MHC is H-2-Kb with pseudo-sequence H-2-Kb. The binding affinity (normalized) is 0.249.